Dataset: Forward reaction prediction with 1.9M reactions from USPTO patents (1976-2016). Task: Predict the product of the given reaction. (1) Given the reactants [CH2:1]([N:5]([CH2:26][C:27]1[CH:32]=[CH:31][C:30]([C:33]([F:36])([F:35])[F:34])=[CH:29][CH:28]=1)[C:6](=[O:25])[CH2:7][O:8][C:9]1[CH:14]=[CH:13][C:12]([CH2:15][C@H:16]([O:22][CH2:23][CH3:24])[C:17]([O:19]CC)=[O:18])=[CH:11][CH:10]=1)[CH2:2][CH2:3][CH3:4].[Li+].[OH-], predict the reaction product. The product is: [CH2:1]([N:5]([CH2:26][C:27]1[CH:32]=[CH:31][C:30]([C:33]([F:34])([F:35])[F:36])=[CH:29][CH:28]=1)[C:6](=[O:25])[CH2:7][O:8][C:9]1[CH:10]=[CH:11][C:12]([CH2:15][C@H:16]([O:22][CH2:23][CH3:24])[C:17]([OH:19])=[O:18])=[CH:13][CH:14]=1)[CH2:2][CH2:3][CH3:4]. (2) Given the reactants [F:1][CH:2]([F:20])[O:3][C:4]1[CH:5]=[C:6]2[C:10](=[CH:11][CH:12]=1)[N:9](CCCN(C)C)[N:8]=[C:7]2I.[CH:21]([Mg]Cl)(C)C.[CH2:26]([Sn:30]([CH2:35][CH2:36][CH2:37][CH3:38])(Cl)[CH2:31][CH2:32][CH3:33])[CH2:27][CH2:28][CH3:29], predict the reaction product. The product is: [F:20][CH:2]([F:1])[O:3][C:4]1[CH:5]=[C:6]2[C:10](=[CH:11][CH:12]=1)[NH:9][N:8]=[C:7]2[Sn:30]([CH2:35][CH2:36][CH2:37][CH3:38])([CH2:31][CH2:32][CH2:33][CH3:21])[CH2:26][CH2:27][CH2:28][CH3:29].